From a dataset of Experimentally validated miRNA-target interactions with 360,000+ pairs, plus equal number of negative samples. Binary Classification. Given a miRNA mature sequence and a target amino acid sequence, predict their likelihood of interaction. (1) The miRNA is hsa-miR-548d-3p with sequence CAAAAACCACAGUUUCUUUUGC. The protein sequence of the target gene is MSRQNLVALTVTTLLGVAVGGFVLWKGIQRRRRSKTSPVTQQPQQKVLGSRELPPPEDDQLHSSAPRSSWKERILKAKVVTVSQEAEWDQIEPLLRSELEDFPVLGIDCEWVNLEGKASPLSLLQMASPSGLCVLVRLPKLICGGKTLPRTLLDILADGTILKVGVGCSEDASKLLQDYGLVVRGCLDLRYLAMRQRNNLLCNGLSLKSLAETVLNFPLDKSLLLRCSNWDAETLTEDQVIYAARDAQISVALFLHLLGYPFSRNSPGEKNDDHSSWRKVLEKCQGVVDIPFRSKGMSRL.... Result: 1 (interaction). (2) The miRNA is hsa-miR-6799-5p with sequence GGGGAGGUGUGCAGGGCUGG. The protein sequence of the target gene is MKSEAKDGEEESLQTAFKKLRVDASGSVASLSVGEGTGVRAPVRTATDDTKPKTTCASKDSWHGSTRKSSRGAVRTQRRRRSKSPVLHPPKFIHCSTIASSSSSQLKHKSQTDSPDGSSGLGISSPKEFSAGESSTSLDANHTGAVVEPLRTSVPRLPSESKKEDSSDATQVPQASLKASDLSDFQSVSKLNQGKPCTCIGKECQCKRWHDMEVYSFSGLQSVPPLAPERRSTLEDYSQSLHARTLSGSPRSCSEQARVFVDDVTIEDLSGYMEYYLYIPKKMSHMAEMMYT. Result: 0 (no interaction). (3) The miRNA is rno-miR-320-3p with sequence AAAAGCUGGGUUGAGAGGGCGA. The protein sequence of the target gene is MIILIYLFLLLWEDTQGWGFKDGIFHNSIWLERAAGVYHREARSGKYKLTYAEAKAVCEFEGGHLATYKQLEAARKIGFHVCAAGWMAKGRVGYPIVKPGPNCGFGKTGIIDYGIRLNRSERWDAYCYNPHAKECGGVFTDPKQIFKSPGFPNEYEDNQICYWHIRLKYGQRIHLSFLDFDLEDDPGCLADYVEIYDSYDDVHGFVGRYCGDELPDDIISTGNVMTLKFLSDASVTAGGFQIKYVAMDPVSKSSQGKNTSTTSTGNKNFLAGRFSHL. Result: 0 (no interaction). (4) The miRNA is mmu-miR-3470a with sequence UCACUUUGUAGACCAGGCUGG. The protein sequence of the target gene is MGGFCGADRGGFLALLVWLQLLQPLFSGTYKPREDSGVMHRPQRPRRPRSDPEAPAQQSRLKSLSISHPSGVPVSVDRTEIPGSGSPSGTTTKITLENRRSSLGGPFFTDTCGHRITEVDPGSLSAGRKWPWQVSLQSQNEHVCGGSLISHRWVLTAAHCIYEQEEYMVMLGDDMLHSESESVTLVPVQDIIFPSNFDIQTMRNDIALALLYFPVNYSSLIQPVCLPEEPFRVKNGTVCWVTGWGQQNEIDAGFASILLQEVQQRILLQKHCNTLFQRQLGTSKNLVIKGMICGLQDSGQ.... Result: 1 (interaction). (5) The miRNA is mmu-miR-466j with sequence UGUGUGCAUGUGCAUGUGUGUAA. The protein sequence of the target gene is MAVKVHTTKRGDPHELRNIFLQYASTEVDGEHYMTPEDFVQRYLGLYNDPNSNPKIVQLLAGVADQTKDGLISYQEFLAFESVLCAPDSMFIVAFQLFDKSGNGEVTFENVKEIFGQTIIHHHIPFNWDCEFIRLHFGHNRKKHLNYVEFTQFLQELQLEHARQAFALKDKSKSGMISGLDFSDVMVTIRSHMLTPFVEENLVSAAGGGTSHQVSFSYFNAFNSLLNNMELVRKIYSTLAGTRKDIEVTKEEFAQSAIRYGQVTPLEIDILYQLADLYNASGRLTLADIERIAPLAEGAL.... Result: 1 (interaction). (6) The miRNA is mmu-miR-381-3p with sequence UAUACAAGGGCAAGCUCUCUGU. The protein sequence of the target gene is MAAALKCLLTLGRWCPGLGVAPQARALAALVPGVTQVDNKSGFLQKRPHRQHPGILKLPHVRLPQALANGAQLLLLGSAGPTMENQVQTLTSYLWSRHLPVEPEELQRRARHLEKKFLENPDLSQTEEKLRGAVLHALRKTTYHWQELSYTEGLSLVYMAARLDGGFAAVSRAFHEIRARNPAFQPQTLMDFGSGTGSVTWAAHSIWGQSLREYMCVDRSAAMLVLAEKLLKGGSESGEPYIPGVFFRQFLPVSPKVQFDVVVSAFSLSELPSKADRTEVVQTLWRKTGHFLVLVENGTK.... Result: 0 (no interaction).